This data is from Reaction yield outcomes from USPTO patents with 853,638 reactions. The task is: Predict the reaction yield, written as a fraction of the theoretical maximum amount of product (1.0 means a 100% yield; for example, 0.34 means a 34% yield). (1) The yield is 0.360. The reactants are [NH2:1][C:2]12[C:20](=[O:21])[C:19]3[C:14](=[CH:15][CH:16]=[CH:17][CH:18]=3)[C:3]1([OH:22])[O:4][C:5]1[CH:10]=[C:9]([CH:11]([CH3:13])[CH3:12])[CH:8]=[CH:7][C:6]=12.[CH3:23][C:24]([CH3:31])([CH3:30])[C:25](=[O:29])[C:26](O)=[O:27].O=P(Cl)(Cl)Cl. The catalyst is C1COCC1. The product is [OH:22][C:3]12[C:14]3[C:19](=[CH:18][CH:17]=[CH:16][CH:15]=3)[C:20](=[O:21])[C:2]1([NH:1][C:26](=[O:27])[C:25](=[O:29])[C:24]([CH3:31])([CH3:30])[CH3:23])[C:6]1[CH:7]=[CH:8][C:9]([CH:11]([CH3:13])[CH3:12])=[CH:10][C:5]=1[O:4]2. (2) The reactants are [OH:1][CH2:2][CH:3]([NH:5][C:6]([C:8]1[C:9]([CH:14]([F:16])[F:15])=[N:10][N:11]([CH3:13])[CH:12]=1)=[O:7])[CH3:4].Br[C:18]1[C:23]([Cl:24])=[CH:22][C:21]([C:25]([F:28])([F:27])[F:26])=[CH:20][N:19]=1.C(=O)([O-])[O-].[K+].[K+]. The catalyst is CN(C)C=O. The product is [Cl:24][C:23]1[C:18]([O:1][CH2:2][CH:3]([NH:5][C:6]([C:8]2[C:9]([CH:14]([F:16])[F:15])=[N:10][N:11]([CH3:13])[CH:12]=2)=[O:7])[CH3:4])=[N:19][CH:20]=[C:21]([C:25]([F:27])([F:26])[F:28])[CH:22]=1. The yield is 0.340. (3) The yield is 0.680. The catalyst is [Pd].CO. The product is [NH2:26][CH2:25][C:21]1[CH:20]=[C:19]([C:3]2[CH:4]=[CH:5][C:6]([N:8]3[CH2:12][C@H:11]([CH2:13][NH:14][C:15](=[O:17])[CH3:16])[O:10][C:9]3=[O:18])=[CH:7][C:2]=2[F:1])[CH:24]=[CH:23][CH:22]=1. The reactants are [F:1][C:2]1[CH:7]=[C:6]([N:8]2[CH2:12][C@H:11]([CH2:13][NH:14][C:15](=[O:17])[CH3:16])[O:10][C:9]2=[O:18])[CH:5]=[CH:4][C:3]=1[C:19]1[CH:24]=[CH:23][CH:22]=[C:21]([CH2:25][N:26]=[N+]=[N-])[CH:20]=1.